Task: Predict the product of the given reaction.. Dataset: Forward reaction prediction with 1.9M reactions from USPTO patents (1976-2016) (1) Given the reactants [C:1](/[CH:3]=[C:4](/[C:12]1[CH:13]=[C:14]([CH:19]=[CH:20][CH:21]=1)[C:15]([NH:17][CH3:18])=[O:16])\[C:5]1[CH:10]=[CH:9][C:8]([F:11])=[CH:7][CH:6]=1)#[N:2], predict the reaction product. The product is: [C:1]([CH2:3][CH:4]([C:12]1[CH:13]=[C:14]([CH:19]=[CH:20][CH:21]=1)[C:15]([NH:17][CH3:18])=[O:16])[C:5]1[CH:6]=[CH:7][C:8]([F:11])=[CH:9][CH:10]=1)#[N:2]. (2) Given the reactants F[B-](F)(F)F.[CH3:6][O+](C)C.ClCCl.[Si:13]([O:30][CH2:31][C:32]1[N:33]=[C:34]([N:44]2[CH2:49][CH2:48][N:47]([C:50]([O:52][C:53]([CH3:56])([CH3:55])[CH3:54])=[O:51])[CH2:46][CH2:45]2)[N:35]([CH2:40][C:41]#[C:42][CH3:43])[C:36]=1[C:37](=[S:39])[NH2:38])([C:26]([CH3:29])([CH3:28])[CH3:27])([C:20]1[CH:25]=[CH:24][CH:23]=[CH:22][CH:21]=1)[C:14]1[CH:19]=[CH:18][CH:17]=[CH:16][CH:15]=1, predict the reaction product. The product is: [Si:13]([O:30][CH2:31][C:32]1[N:33]=[C:34]([N:44]2[CH2:49][CH2:48][N:47]([C:50]([O:52][C:53]([CH3:56])([CH3:55])[CH3:54])=[O:51])[CH2:46][CH2:45]2)[N:35]([CH2:40][C:41]#[C:42][CH3:43])[C:36]=1[C:37]([S:39][CH3:6])=[NH:38])([C:26]([CH3:28])([CH3:27])[CH3:29])([C:14]1[CH:15]=[CH:16][CH:17]=[CH:18][CH:19]=1)[C:20]1[CH:25]=[CH:24][CH:23]=[CH:22][CH:21]=1. (3) Given the reactants CS[C:3](SC)=[C:4]1[C:13](=[O:14])[C:12]2[C:7](=[CH:8][CH:9]=[CH:10][CH:11]=2)[N:6]([NH:15][CH2:16][CH:17]2[CH2:19][CH2:18]2)[C:5]1=[O:20].[NH2:23][C:24]1[CH:29]=[CH:28][C:27]([NH:30][S:31]([CH3:34])(=[O:33])=[O:32])=[CH:26][C:25]=1[S:35]([NH2:38])(=[O:37])=[O:36].CO.C(OCC)C, predict the reaction product. The product is: [CH:17]1([CH2:16][NH:15][N:6]2[C:7]3[C:12](=[CH:11][CH:10]=[CH:9][CH:8]=3)[C:13]([OH:14])=[C:4]([C:3]3[NH:23][C:24]4[CH:29]=[CH:28][C:27]([NH:30][S:31]([CH3:34])(=[O:32])=[O:33])=[CH:26][C:25]=4[S:35](=[O:37])(=[O:36])[N:38]=3)[C:5]2=[O:20])[CH2:18][CH2:19]1. (4) Given the reactants [Br:1][C:2]1[CH:3]=[CH:4][C:5](=[O:9])[NH:6][C:7]=1[CH3:8].[H-].[Na+].CC1C=CC(S(O[CH2:23][CH2:24][C:25]([OH:28])([CH3:27])[CH3:26])(=O)=O)=CC=1.[Cl-].[NH4+], predict the reaction product. The product is: [Br:1][C:2]1[CH:3]=[CH:4][C:5]([O:9][CH2:23][CH2:24][C:25]([CH3:27])([OH:28])[CH3:26])=[N:6][C:7]=1[CH3:8]. (5) Given the reactants [C:1]([C:4]1[CH:9]=[CH:8][C:7]([NH:10][CH2:11][C:12]2[CH:17]=[CH:16][C:15]([CH:18]([OH:28])[C:19]3[CH:20]=[C:21]([CH:25]=[CH:26][CH:27]=3)[C:22]([OH:24])=[O:23])=[CH:14][CH:13]=2)=[C:6]([CH3:29])[C:5]=1[OH:30])(=[O:3])[CH3:2].[C:31](C1C=CC(N(CC2C=CC(C(O)C3C=C(C=CC=3)C#N)=CC=2)C)=C(C)C=1O)(=O)C, predict the reaction product. The product is: [C:1]([C:4]1[CH:9]=[CH:8][C:7]([N:10]([CH2:11][C:12]2[CH:13]=[CH:14][C:15]([CH:18]([OH:28])[C:19]3[CH:20]=[C:21]([CH:25]=[CH:26][CH:27]=3)[C:22]([OH:24])=[O:23])=[CH:16][CH:17]=2)[CH3:31])=[C:6]([CH3:29])[C:5]=1[OH:30])(=[O:3])[CH3:2]. (6) Given the reactants [Br:1][C:2]1[CH:7]=[CH:6][C:5]([C:8]2[N:20]([CH3:21])[C:11]3=[N:12][CH:13]=[C:14]([C:16]([F:19])([F:18])[F:17])[CH:15]=[C:10]3[N:9]=2)=[C:4]([S:22][CH2:23][CH3:24])[CH:3]=1.Cl[C:26]1C=CC=C(C(OO)=[O:33])[CH:27]=1.C(=O)([O-])O.[Na+].[S:41]([O-:45])([O-])(=[O:43])=S.[Na+].[Na+], predict the reaction product. The product is: [Br:1][C:2]1[CH:7]=[CH:6][C:5]([C:8]2[N:20]([CH3:21])[C:11]3=[N:12][CH:13]=[C:14]([C:16]([F:18])([F:19])[F:17])[CH:15]=[C:10]3[N:9]=2)=[C:4]([S:22]([CH2:23][CH3:24])=[O:33])[CH:3]=1.[Br:1][C:2]1[CH:7]=[CH:6][C:5]([C:8]2[N:20]([CH3:21])[C:11]3=[N:12][CH:13]=[C:14]([C:16]([F:18])([F:19])[F:17])[CH:15]=[C:10]3[N:9]=2)=[C:4]([S:41]([CH2:26][CH3:27])(=[O:45])=[O:43])[CH:3]=1. (7) Given the reactants [NH2:1][C:2]1[N:3]=[C:4]([CH3:13])[CH:5]=[C:6]2[CH2:11][CH2:10][O:9][C:8](=[O:12])[C:7]=12.C(N(CC)CC)C.[C:21](OC(=O)C)(=[O:23])[CH3:22], predict the reaction product. The product is: [O:12]=[C:8]1[C:7]2=[C:2]([NH:1][C:21](=[O:23])[CH3:22])[N:3]=[C:4]([CH3:13])[CH:5]=[C:6]2[CH2:11][CH2:10][O:9]1.